From a dataset of Merck oncology drug combination screen with 23,052 pairs across 39 cell lines. Regression. Given two drug SMILES strings and cell line genomic features, predict the synergy score measuring deviation from expected non-interaction effect. (1) Drug 2: NC(=O)c1cccc2cn(-c3ccc(C4CCCNC4)cc3)nc12. Drug 1: N.N.O=C(O)C1(C(=O)O)CCC1.[Pt]. Cell line: HCT116. Synergy scores: synergy=15.0. (2) Drug 1: CN(C)C(=N)N=C(N)N. Drug 2: Cn1cc(-c2cnn3c(N)c(Br)c(C4CCCNC4)nc23)cn1. Cell line: DLD1. Synergy scores: synergy=0.275.